Dataset: Peptide-MHC class I binding affinity with 185,985 pairs from IEDB/IMGT. Task: Regression. Given a peptide amino acid sequence and an MHC pseudo amino acid sequence, predict their binding affinity value. This is MHC class I binding data. (1) The peptide sequence is DTGFYTLHVI. The MHC is Mamu-A01 with pseudo-sequence Mamu-A01. The binding affinity (normalized) is 0. (2) The peptide sequence is IPRLLRTFL. The MHC is HLA-A02:06 with pseudo-sequence HLA-A02:06. The binding affinity (normalized) is 0.0847. (3) The peptide sequence is ALLFLMSFTI. The MHC is HLA-A02:01 with pseudo-sequence HLA-A02:01. The binding affinity (normalized) is 0.956. (4) The peptide sequence is MTRGLLGSY. The MHC is HLA-B51:01 with pseudo-sequence HLA-B51:01. The binding affinity (normalized) is 0.0847.